From a dataset of Full USPTO retrosynthesis dataset with 1.9M reactions from patents (1976-2016). Predict the reactants needed to synthesize the given product. The reactants are: [Cl:1][C:2]1[CH:3]=[C:4]2[C:9](=[CH:10][C:11]=1[C:12]([OH:14])=O)[N:8]=[CH:7][N:6]=[C:5]2[NH:15][CH:16]([C:18]1[NH:22][C:21]2[CH:23]=[CH:24][C:25]([Cl:27])=[CH:26][C:20]=2[N:19]=1)[CH3:17].FC1C(OC(N(C)C)=[N+](C)C)=C(F)C(F)=C(F)C=1F.F[P-](F)(F)(F)(F)F.C(N(C(C)C)CC)(C)C.[NH:63]1[C:71]2[CH2:70][CH2:69][NH:68][CH2:67][C:66]=2[N:65]=[CH:64]1. Given the product [Cl:1][C:2]1[CH:3]=[C:4]2[C:9](=[CH:10][C:11]=1[C:12]([N:68]1[CH2:69][CH2:70][C:71]3[NH:63][CH:64]=[N:65][C:66]=3[CH2:67]1)=[O:14])[N:8]=[CH:7][N:6]=[C:5]2[NH:15][CH:16]([C:18]1[NH:22][C:21]2[CH:23]=[CH:24][C:25]([Cl:27])=[CH:26][C:20]=2[N:19]=1)[CH3:17], predict the reactants needed to synthesize it.